Predict the reactants needed to synthesize the given product. From a dataset of Full USPTO retrosynthesis dataset with 1.9M reactions from patents (1976-2016). (1) Given the product [Cl:22][C:17]1[C:18]2[C:13](=[CH:12][C:11]([NH:10][S:7]([C:4]3[CH:3]=[CH:2][C:1]([CH3:21])=[CH:6][CH:5]=3)(=[O:8])=[O:9])=[CH:20][CH:19]=2)[CH:14]=[CH:15][N:16]=1, predict the reactants needed to synthesize it. The reactants are: [C:1]1([CH3:21])[CH:6]=[CH:5][C:4]([S:7]([NH:10][C:11]2[CH:12]=[C:13]3[C:18](=[CH:19][CH:20]=2)[CH:17]=[N:16][CH:15]=[CH:14]3)(=[O:9])=[O:8])=[CH:3][CH:2]=1.[Cl:22]C1C=CC=C(C(OO)=O)C=1.P(Cl)(Cl)(Cl)=O. (2) Given the product [CH2:1]([O:4][C:5]1[CH:13]=[CH:12][CH:11]=[C:10]([CH2:14][CH2:15][CH2:16][CH2:17][CH2:18][CH2:19][CH2:20][CH2:21][CH2:22][CH2:23][CH2:24][CH2:25][CH2:26][CH2:27][CH3:28])[C:6]=1[C:7]([NH:29][C:30]1[CH:31]=[CH:32][C:33]([N+:40]([O-:42])=[O:41])=[C:34]([C:36]([F:37])([F:38])[F:39])[CH:35]=1)=[O:8])[CH2:2][CH3:3], predict the reactants needed to synthesize it. The reactants are: [CH2:1]([O:4][C:5]1[CH:13]=[CH:12][CH:11]=[C:10]([CH2:14][CH2:15][CH2:16][CH2:17][CH2:18][CH2:19][CH2:20][CH2:21][CH2:22][CH2:23][CH2:24][CH2:25][CH2:26][CH2:27][CH3:28])[C:6]=1[C:7](Cl)=[O:8])[CH2:2][CH3:3].[NH2:29][C:30]1[CH:31]=[CH:32][C:33]([N+:40]([O-:42])=[O:41])=[C:34]([C:36]([F:39])([F:38])[F:37])[CH:35]=1.C(N(CC)CC)C. (3) Given the product [Cl:8][C:4]1[CH:3]=[C:2]([C:11]#[C:12][CH3:13])[CH:7]=[CH:6][N:5]=1, predict the reactants needed to synthesize it. The reactants are: Br[C:2]1[CH:7]=[CH:6][N:5]=[C:4]([Cl:8])[CH:3]=1.C[Si](C)(C)[C:11]#[C:12][CH3:13].CCCC[N+](CCCC)(CCCC)CCCC.[F-]. (4) Given the product [CH2:1]([O:8][C:9]([C@H:11]1[CH2:12][CH2:13][C@@H:14]([N:17]([CH2:18][CH2:19][O:20][CH2:21][C:22]2[CH:27]=[CH:26][CH:25]=[CH:24][CH:23]=2)[C:39](=[O:40])[CH2:38][CH2:37][C@H:36]([NH:35][C:33]([O:32][C:28]([CH3:30])([CH3:29])[CH3:31])=[O:34])[CH:42]2[CH2:43][CH2:44][O:45][CH2:46][CH2:47]2)[CH2:15][CH2:16]1)=[O:10])[C:2]1[CH:3]=[CH:4][CH:5]=[CH:6][CH:7]=1, predict the reactants needed to synthesize it. The reactants are: [CH2:1]([O:8][C:9]([C@H:11]1[CH2:16][CH2:15][C@@H:14]([NH:17][CH2:18][CH2:19][O:20][CH2:21][C:22]2[CH:27]=[CH:26][CH:25]=[CH:24][CH:23]=2)[CH2:13][CH2:12]1)=[O:10])[C:2]1[CH:7]=[CH:6][CH:5]=[CH:4][CH:3]=1.[C:28]([O:32][C:33]([NH:35][C@H:36]([CH:42]1[CH2:47][CH2:46][O:45][CH2:44][CH2:43]1)[CH2:37][CH2:38][C:39](O)=[O:40])=[O:34])([CH3:31])([CH3:30])[CH3:29].C1C=CC2N(O)N=NC=2C=1.CNC(N=C=NCC)CCNC. (5) Given the product [CH:32]1([C:30]([NH:29][C:27]2[S:28][C:24]3[CH:23]=[C:22]([O:21][C:20]4[CH:37]=[CH:38][C:17]([NH:16][C:13]([C:10]5([C:8]([NH:7][C:1]6[CH:2]=[CH:3][CH:4]=[CH:5][CH:6]=6)=[O:9])[CH2:11][CH2:12]5)=[O:15])=[CH:18][C:19]=4[F:39])[CH:36]=[CH:35][C:25]=3[N:26]=2)=[O:31])[CH2:33][CH2:34]1, predict the reactants needed to synthesize it. The reactants are: [C:1]1([NH:7][C:8]([C:10]2([C:13]([OH:15])=O)[CH2:12][CH2:11]2)=[O:9])[CH:6]=[CH:5][CH:4]=[CH:3][CH:2]=1.[NH2:16][C:17]1[CH:38]=[CH:37][C:20]([O:21][C:22]2[CH:36]=[CH:35][C:25]3[N:26]=[C:27]([NH:29][C:30]([CH:32]4[CH2:34][CH2:33]4)=[O:31])[S:28][C:24]=3[CH:23]=2)=[C:19]([F:39])[CH:18]=1.O.